This data is from Blood-brain barrier permeability classification from the B3DB database. The task is: Regression/Classification. Given a drug SMILES string, predict its absorption, distribution, metabolism, or excretion properties. Task type varies by dataset: regression for continuous measurements (e.g., permeability, clearance, half-life) or binary classification for categorical outcomes (e.g., BBB penetration, CYP inhibition). Dataset: b3db_classification. (1) The molecule is CN(N=O)C(=O)NC1C(O)OC(CO)C(O)C1O. The result is 0 (does not penetrate BBB). (2) The drug is COC(=O)C[C@H](c1cccc(Br)c1)c1oc(CN2C[C@@H]3C[C@H](C2)c2cccc(=O)n2C3)cc(=O)c1O. The result is 1 (penetrates BBB). (3) The drug is CN1CCN(C2=Nc3ccccc3Oc3ccc(Cl)cc32)CC1. The result is 1 (penetrates BBB). (4) The result is 1 (penetrates BBB). The molecule is CC(C)(C)OC(=O)c1ncn2c1[C@@H]1CCCN1C(=O)c1cc(Br)ccc1-2.